From a dataset of Forward reaction prediction with 1.9M reactions from USPTO patents (1976-2016). Predict the product of the given reaction. (1) Given the reactants [C:1]12([P:11]([C:16]34CC5CC(C[CH:18]([CH2:19]5)[CH2:17]3)C4)[CH2:12][CH2:13][CH2:14][CH3:15])[CH2:10][CH:5]3[CH2:6][CH:7]([CH2:9][CH:3]([CH2:4]3)[CH2:2]1)[CH2:8]2.C12([Mg]Br)CC3CC(CC(C3)C1)C2.ClP(CCCC)CCCC, predict the reaction product. The product is: [C:1]12([P:11]([CH2:16][CH2:17][CH2:18][CH3:19])[CH2:12][CH2:13][CH2:14][CH3:15])[CH2:8][CH:7]3[CH2:6][CH:5]([CH2:4][CH:3]([CH2:9]3)[CH2:2]1)[CH2:10]2. (2) Given the reactants ClC(Cl)(O[C:5](=[O:11])OC(Cl)(Cl)Cl)Cl.[CH2:13]([C:16]1([CH2:34][CH:35]=[CH2:36])[C:32](=[O:33])[N:19]2[CH2:20][CH2:21][NH:22][C@@H:23]([C:24]3[CH:29]=[CH:28][C:27]([F:30])=[CH:26][C:25]=3[CH3:31])[C@@H:18]2[CH2:17]1)[CH:14]=[CH2:15].[CH2:37]([C:39]1[CH:40]=[C:41]([CH:49]([NH:51][CH3:52])[CH3:50])[CH:42]=[C:43]([C:45]([F:48])([F:47])[F:46])[CH:44]=1)[CH3:38], predict the reaction product. The product is: [CH2:34]([C:16]1([CH2:13][CH:14]=[CH2:15])[C:32](=[O:33])[N:19]2[CH2:20][CH2:21][N:22]([C:5]([N:51]([C@@H:49]([C:41]3[CH:42]=[C:43]([C:45]([F:46])([F:47])[F:48])[CH:44]=[C:39]([CH2:37][CH3:38])[CH:40]=3)[CH3:50])[CH3:52])=[O:11])[C@@H:23]([C:24]3[CH:29]=[CH:28][C:27]([F:30])=[CH:26][C:25]=3[CH3:31])[C@@H:18]2[CH2:17]1)[CH:35]=[CH2:36].